Dataset: Full USPTO retrosynthesis dataset with 1.9M reactions from patents (1976-2016). Task: Predict the reactants needed to synthesize the given product. (1) Given the product [CH2:36]([C@H:14]1[NH:13][C:2](=[O:4])[N:17]([C:18]2[CH:19]=[N:20][C:21]([O:24][C:25]3[C:33]4[CH:32]([CH2:34][CH3:35])[O:31][CH2:30][C:29]=4[CH:28]=[CH:27][CH:26]=3)=[CH:22][CH:23]=2)[C:15]1=[O:16])[CH3:37], predict the reactants needed to synthesize it. The reactants are: Cl[C:2](Cl)([O:4]C(=O)OC(Cl)(Cl)Cl)Cl.[NH2:13][C@H:14]([CH2:36][CH3:37])[C:15]([NH:17][C:18]1[CH:19]=[N:20][C:21]([O:24][C:25]2[C:33]3[CH:32]([CH2:34][CH3:35])[O:31][CH2:30][C:29]=3[CH:28]=[CH:27][CH:26]=2)=[CH:22][CH:23]=1)=[O:16]. (2) Given the product [CH2:1]([C:5]1[N:6]([CH2:18][CH2:19][CH2:20][CH2:21][CH2:22][C:23]([C:25]2[CH:26]=[CH:27][CH:28]=[CH:29][CH:30]=2)=[O:24])[C:7]2[C:16]3[CH:15]=[CH:14][CH:13]=[CH:12][C:11]=3[N+:10]([O-:39])=[CH:9][C:8]=2[N:17]=1)[CH2:2][CH2:3][CH3:4], predict the reactants needed to synthesize it. The reactants are: [CH2:1]([C:5]1[N:6]([CH2:18][CH2:19][CH2:20][CH2:21][CH2:22][C:23]([C:25]2[CH:30]=[CH:29][CH:28]=[CH:27][CH:26]=2)=[O:24])[C:7]2[C:16]3[CH:15]=[CH:14][CH:13]=[CH:12][C:11]=3[N:10]=[CH:9][C:8]=2[N:17]=1)[CH2:2][CH2:3][CH3:4].C1C=C(Cl)C=C(C(OO)=[O:39])C=1. (3) Given the product [CH3:6][CH:7]([CH2:12][CH2:13][CH2:14][CH:15]([CH3:17])[CH3:16])[CH2:8][CH2:9][Si:2]([Cl:5])([Cl:3])[Cl:1], predict the reactants needed to synthesize it. The reactants are: [Cl:1][Si:2]([Cl:5])(Cl)[Cl:3].[CH3:6][CH:7]([CH2:12][CH2:13][CH2:14][CH:15]([CH3:17])[CH3:16])[CH2:8][CH2:9][Mg]Br. (4) Given the product [CH:1]1([C:4]2[N:9]=[CH:8][C:7]([C:10]3[N:15]=[CH:14][N:13]=[C:12]([CH2:16][NH2:17])[CH:11]=3)=[CH:6][CH:5]=2)[CH2:3][CH2:2]1, predict the reactants needed to synthesize it. The reactants are: [CH:1]1([C:4]2[N:9]=[CH:8][C:7]([C:10]3[N:15]=[CH:14][N:13]=[C:12]([CH2:16][N:17]4C(=O)C5C(=CC=CC=5)C4=O)[CH:11]=3)=[CH:6][CH:5]=2)[CH2:3][CH2:2]1.O.NN.